This data is from Full USPTO retrosynthesis dataset with 1.9M reactions from patents (1976-2016). The task is: Predict the reactants needed to synthesize the given product. (1) Given the product [C:16]([O:20][C:21]([N:23]1[CH2:28][CH2:27][CH:25]([NH:29][CH2:11][C:10]2[CH:13]=[CH:14][CH:15]=[C:8]([C:6]3[CH:5]=[CH:4][N:3]=[C:2]([Cl:1])[N:7]=3)[CH:9]=2)[CH2:24]1)=[O:22])([CH3:17])([CH3:18])[CH3:19], predict the reactants needed to synthesize it. The reactants are: [Cl:1][C:2]1[N:7]=[C:6]([C:8]2[CH:9]=[C:10]([CH:13]=[CH:14][CH:15]=2)[CH:11]=O)[CH:5]=[CH:4][N:3]=1.[C:16]([O:20][C:21]([N:23]1[CH2:28][CH2:27]C[CH:25]([NH2:29])[CH2:24]1)=[O:22])([CH3:19])([CH3:18])[CH3:17]. (2) Given the product [CH3:27][C:22]1([CH2:21][CH2:20][CH2:19][CH2:18][N:8]2[N:7]=[C:6]([N+:3]([O-:5])=[O:4])[CH:10]=[N:9]2)[O:26][CH2:25][CH2:24][O:23]1, predict the reactants needed to synthesize it. The reactants are: N#N.[N+:3]([C:6]1[CH:10]=[N:9][NH:8][N:7]=1)([O-:5])=[O:4].C([O-])([O-])=O.[Cs+].[Cs+].Br[CH2:18][CH2:19][CH2:20][CH2:21][C:22]1([CH3:27])[O:26][CH2:25][CH2:24][O:23]1. (3) Given the product [Br:2][C:3]1[CH:8]=[CH:7][C:6]2[NH:9][C:15]3[CH2:16][CH2:17][NH:12][CH2:13][C:14]=3[C:5]=2[CH:4]=1, predict the reactants needed to synthesize it. The reactants are: Cl.[Br:2][C:3]1[CH:8]=[CH:7][C:6]([NH:9]N)=[CH:5][CH:4]=1.Cl.[NH:12]1[CH2:17][CH2:16][C:15](=O)[CH2:14][CH2:13]1.Cl.